The task is: Predict the product of the given reaction.. This data is from Forward reaction prediction with 1.9M reactions from USPTO patents (1976-2016). (1) Given the reactants C(O)(=O)/C=C/C(O)=O.[CH3:9][O:10][C:11]1[CH:12]=[C:13]([N:17]2[CH2:22][CH2:21][NH:20][CH2:19][CH2:18]2)[CH:14]=[N:15][CH:16]=1.C(=O)([O-])O.[Na+].[C:28]([O:32][C:33](O[C:33]([O:32][C:28]([CH3:31])([CH3:30])[CH3:29])=[O:34])=[O:34])([CH3:31])([CH3:30])[CH3:29], predict the reaction product. The product is: [C:28]([O:32][C:33]([N:20]1[CH2:19][CH2:18][N:17]([C:13]2[CH:14]=[N:15][CH:16]=[C:11]([O:10][CH3:9])[CH:12]=2)[CH2:22][CH2:21]1)=[O:34])([CH3:31])([CH3:30])[CH3:29]. (2) Given the reactants O[C:2]1[C:11]2[C:6](=[N:7][CH:8]=[CH:9][CH:10]=2)[N:5]([C:12]2[CH:17]=[CH:16][CH:15]=[CH:14][CH:13]=2)[C:4](=[O:18])[C:3]=1[C:19](=O)[CH2:20][C:21]1[CH:26]=[CH:25][CH:24]=[CH:23][C:22]=1OC.[OH2:30].[NH2:31][NH2:32].[CH3:33]N(C=O)C, predict the reaction product. The product is: [CH3:33][O:30][C:22]1[CH:23]=[CH:24][CH:25]=[CH:26][C:21]=1[CH2:20][C:19]1[C:3]2[C:4](=[O:18])[N:5]([C:12]3[CH:17]=[CH:16][CH:15]=[CH:14][CH:13]=3)[C:6]3[N:7]=[CH:8][CH:9]=[CH:10][C:11]=3[C:2]=2[NH:32][N:31]=1.